This data is from Reaction yield outcomes from USPTO patents with 853,638 reactions. The task is: Predict the reaction yield, written as a fraction of the theoretical maximum amount of product (1.0 means a 100% yield; for example, 0.34 means a 34% yield). (1) The reactants are C([NH:5][S:6]([C:9]1[CH:14]=[CH:13][CH:12]=[C:11]([C:15]2[CH:20]=[C:19]([C:21]3[N:26]=[C:25]([C:27]4[CH:32]=[CH:31][C:30]([F:33])=[C:29]([F:34])[CH:28]=4)[CH:24]=[C:23]([C:35]([F:38])([F:37])[F:36])[N:22]=3)[CH:18]=[CH:17][N:16]=2)[CH:10]=1)(=[O:8])=[O:7])(C)(C)C.C(O)(C(F)(F)F)=O. The catalyst is ClCCl. The product is [F:34][C:29]1[CH:28]=[C:27]([C:25]2[CH:24]=[C:23]([C:35]([F:36])([F:38])[F:37])[N:22]=[C:21]([C:19]3[CH:18]=[CH:17][N:16]=[C:15]([C:11]4[CH:10]=[C:9]([S:6]([NH2:5])(=[O:7])=[O:8])[CH:14]=[CH:13][CH:12]=4)[CH:20]=3)[N:26]=2)[CH:32]=[CH:31][C:30]=1[F:33]. The yield is 0.480. (2) The reactants are Cl.CN(C)CCCN=C=NCC.[NH2:13][C:14]1[S:15][C:16]([S:19][CH2:20][C:21]2[O:22][C:23]([C:26]([CH3:29])([CH3:28])[CH3:27])=[CH:24][N:25]=2)=[CH:17][N:18]=1.[CH:30]1([N:33]2[CH2:38][CH2:37][CH:36]([C:39](O)=[O:40])[CH2:35][CH2:34]2)[CH2:32][CH2:31]1.CN(C)C=O. The catalyst is CN(C)C1C=CN=CC=1.O.C(Cl)Cl. The product is [CH:30]1([N:33]2[CH2:34][CH2:35][CH:36]([C:39]([NH:13][C:14]3[S:15][C:16]([S:19][CH2:20][C:21]4[O:22][C:23]([C:26]([CH3:29])([CH3:28])[CH3:27])=[CH:24][N:25]=4)=[CH:17][N:18]=3)=[O:40])[CH2:37][CH2:38]2)[CH2:32][CH2:31]1. The yield is 0.650. (3) The reactants are [F:1][C:2]1[CH:3]=[CH:4][C:5]([CH2:8][O:9][C:10]2[CH:15]=[CH:14][N:13]([C:16]3[CH:17]=[CH:18][C:19]4[O:36][C:23]5[CH2:24][N:25](C(OC(C)(C)C)=O)[CH2:26][CH2:27][CH2:28][C:22]=5[C:20]=4[CH:21]=3)[C:12](=[O:37])[CH:11]=2)=[N:6][CH:7]=1.[ClH:38]. No catalyst specified. The product is [ClH:38].[F:1][C:2]1[CH:3]=[CH:4][C:5]([CH2:8][O:9][C:10]2[CH:15]=[CH:14][N:13]([C:16]3[CH:17]=[CH:18][C:19]4[O:36][C:23]5[CH2:24][NH:25][CH2:26][CH2:27][CH2:28][C:22]=5[C:20]=4[CH:21]=3)[C:12](=[O:37])[CH:11]=2)=[N:6][CH:7]=1. The yield is 0.960. (4) The reactants are C[O:2][C:3](=[O:26])/[C:4](/[C:13]1[CH:18]=[CH:17][C:16]([N:19]2[C:23]([CH3:24])=[N:22][N:21]=[N:20]2)=[C:15]([Cl:25])[CH:14]=1)=[CH:5]/[CH:6]1[CH2:12][CH2:11][CH2:10][CH2:9][CH2:8][CH2:7]1.[OH-].[Na+]. The catalyst is C(O)C. The product is [Cl:25][C:15]1[CH:14]=[C:13](/[C:4](=[CH:5]\[CH:6]2[CH2:12][CH2:11][CH2:10][CH2:9][CH2:8][CH2:7]2)/[C:3]([OH:26])=[O:2])[CH:18]=[CH:17][C:16]=1[N:19]1[C:23]([CH3:24])=[N:22][N:21]=[N:20]1. The yield is 0.870. (5) The reactants are Cl.[CH2:2]([O:9][NH:10][CH2:11][C:12]([N:14](C(OC(C)(C)C)=O)[CH:15]1[CH2:20][CH2:19][CH2:18][CH2:17][CH2:16]1)=[O:13])[C:3]1[CH:8]=[CH:7][CH:6]=[CH:5][CH:4]=1.C(=O)([O-])[O-].CO. The catalyst is O1CCOCC1. The product is [CH2:2]([O:9][NH:10][CH2:11][C:12]([NH:14][CH:15]1[CH2:20][CH2:19][CH2:18][CH2:17][CH2:16]1)=[O:13])[C:3]1[CH:4]=[CH:5][CH:6]=[CH:7][CH:8]=1. The yield is 1.00. (6) The reactants are [F:1][C:2]1[CH:3]=[N:4][C:5]([NH:8][C:9]2[S:10][C:11]3[CH2:17][CH2:16][N:15]([CH2:18][CH2:19][O:20]C)[C:14]4=[N:22][NH:23][CH:24]=[C:13]4[C:12]=3[N:25]=2)=[N:6][CH:7]=1.B(Br)(Br)Br. The catalyst is C(Cl)Cl. The product is [F:1][C:2]1[CH:3]=[N:4][C:5]([NH:8][C:9]2[S:10][C:11]3[CH2:17][CH2:16][N:15]([CH2:18][CH2:19][OH:20])[C:14]4=[N:22][NH:23][CH:24]=[C:13]4[C:12]=3[N:25]=2)=[N:6][CH:7]=1. The yield is 0.980. (7) The reactants are C[O:2][C:3](=[O:33])[C:4]1[CH:9]=[CH:8][C:7]([CH:10]([NH:25][C:26]([O:28][C:29]([CH3:32])([CH3:31])[CH3:30])=[O:27])[CH2:11][NH:12][C:13]([C:15]2([C:18]3[CH:23]=[CH:22][C:21]([Cl:24])=[CH:20][CH:19]=3)[CH2:17][CH2:16]2)=[O:14])=[CH:6][CH:5]=1.[OH-].[Na+]. The catalyst is CO. The product is [C:29]([O:28][C:26]([NH:25][CH:10]([C:7]1[CH:6]=[CH:5][C:4]([C:3]([OH:33])=[O:2])=[CH:9][CH:8]=1)[CH2:11][NH:12][C:13]([C:15]1([C:18]2[CH:23]=[CH:22][C:21]([Cl:24])=[CH:20][CH:19]=2)[CH2:17][CH2:16]1)=[O:14])=[O:27])([CH3:32])([CH3:30])[CH3:31]. The yield is 0.830. (8) The reactants are [C:1]1([CH2:7][S:8](Cl)(=[O:10])=[O:9])[CH:6]=[CH:5][CH:4]=[CH:3][CH:2]=1.[Br:12][C:13]1[CH:18]=[CH:17][C:16]([C@H:19]([NH2:21])[CH3:20])=[CH:15][CH:14]=1.O.Cl. The catalyst is N1C=CC=CC=1. The product is [Br:12][C:13]1[CH:18]=[CH:17][C:16]([C@H:19]([NH:21][S:8]([CH2:7][C:1]2[CH:6]=[CH:5][CH:4]=[CH:3][CH:2]=2)(=[O:10])=[O:9])[CH3:20])=[CH:15][CH:14]=1. The yield is 0.730.